From a dataset of Merck oncology drug combination screen with 23,052 pairs across 39 cell lines. Regression. Given two drug SMILES strings and cell line genomic features, predict the synergy score measuring deviation from expected non-interaction effect. (1) Drug 1: Cn1nnc2c(C(N)=O)ncn2c1=O. Drug 2: CCC1(O)C(=O)OCc2c1cc1n(c2=O)Cc2cc3c(CN(C)C)c(O)ccc3nc2-1. Cell line: RPMI7951. Synergy scores: synergy=6.25. (2) Drug 1: O=S1(=O)NC2(CN1CC(F)(F)F)C1CCC2Cc2cc(C=CCN3CCC(C(F)(F)F)CC3)ccc2C1. Drug 2: CC1(c2nc3c(C(N)=O)cccc3[nH]2)CCCN1. Cell line: UACC62. Synergy scores: synergy=2.36. (3) Synergy scores: synergy=-5.71. Drug 1: CCC1(O)CC2CN(CCc3c([nH]c4ccccc34)C(C(=O)OC)(c3cc4c(cc3OC)N(C)C3C(O)(C(=O)OC)C(OC(C)=O)C5(CC)C=CCN6CCC43C65)C2)C1. Drug 2: CC1(c2nc3c(C(N)=O)cccc3[nH]2)CCCN1. Cell line: SW620. (4) Drug 1: O=c1[nH]cc(F)c(=O)[nH]1. Drug 2: COC1=C2CC(C)CC(OC)C(O)C(C)C=C(C)C(OC(N)=O)C(OC)C=CC=C(C)C(=O)NC(=CC1=O)C2=O. Cell line: SW837. Synergy scores: synergy=-10.0. (5) Drug 1: CN1C(=O)C=CC2(C)C3CCC4(C)C(NC(=O)OCC(F)(F)F)CCC4C3CCC12. Drug 2: Cn1cc(-c2cnn3c(N)c(Br)c(C4CCCNC4)nc23)cn1. Cell line: COLO320DM. Synergy scores: synergy=-2.22. (6) Drug 2: CC(C)CC(NC(=O)C(Cc1ccccc1)NC(=O)c1cnccn1)B(O)O. Synergy scores: synergy=-19.9. Cell line: RPMI7951. Drug 1: CCC1=CC2CN(C1)Cc1c([nH]c3ccccc13)C(C(=O)OC)(c1cc3c(cc1OC)N(C)C1C(O)(C(=O)OC)C(OC(C)=O)C4(CC)C=CCN5CCC31C54)C2.